From a dataset of Reaction yield outcomes from USPTO patents with 853,638 reactions. Predict the reaction yield, written as a fraction of the theoretical maximum amount of product (1.0 means a 100% yield; for example, 0.34 means a 34% yield). (1) The reactants are Cl.Cl.[O:3]1[C:9]2[CH:10]=[CH:11][C:12]([C:14]3[CH:15]=[C:16]([NH2:21])[C:17]([NH2:20])=[N:18][CH:19]=3)=[CH:13][C:8]=2[CH2:7][NH:6][CH2:5][CH2:4]1.Cl[C:23]1[C:32]2[CH2:31][C:30]([CH3:34])([CH3:33])[CH:29]=[CH:28][C:27]=2[N:26]=[CH:25][N:24]=1.C(N(C(C)C)CC)(C)C. The catalyst is CN1C(=O)CCC1. The product is [CH3:33][C:30]1([CH3:34])[CH:29]=[CH:28][C:27]2[N:26]=[CH:25][N:24]=[C:23]([N:6]3[CH2:7][C:8]4[CH:13]=[C:12]([C:14]5[CH:15]=[C:16]([NH2:21])[C:17]([NH2:20])=[N:18][CH:19]=5)[CH:11]=[CH:10][C:9]=4[O:3][CH2:4][CH2:5]3)[C:32]=2[CH2:31]1. The yield is 0.740. (2) The reactants are [Cl:1][C:2]1[CH:7]=[CH:6][C:5]([C:8]2[C:13]([C:14]([NH:16][CH3:17])=[O:15])=[CH:12][N:11]=[C:10]([CH3:18])[CH:9]=2)=[C:4](F)[CH:3]=1.[H-].[Na+]. The catalyst is O1CCCC1.O. The product is [Cl:1][C:2]1[CH:7]=[CH:6][C:5]2[C:8]3[C:13](=[CH:12][N:11]=[C:10]([CH3:18])[CH:9]=3)[C:14](=[O:15])[N:16]([CH3:17])[C:4]=2[CH:3]=1. The yield is 0.810.